This data is from Full USPTO retrosynthesis dataset with 1.9M reactions from patents (1976-2016). The task is: Predict the reactants needed to synthesize the given product. Given the product [C:2]([O:4][C:5](=[O:21])[NH:6][CH2:7][CH2:8][CH2:9][CH2:10][CH2:11][NH:12][C:13](=[O:20])[CH2:14][O:15][CH2:16][C:17]([NH:62][C@H:47]1[CH2:48][CH2:49][C@:50]2([OH:61])[C@@:45]34[C:54]5[C:53](=[CH:58][CH:57]=[C:56]([OH:59])[C:55]=5[O:60][C@@H:46]13)[CH2:52][CH:51]2[N:42]([CH3:41])[CH2:43][CH2:44]4)=[O:19])([CH3:1])([CH3:3])[CH3:22], predict the reactants needed to synthesize it. The reactants are: [CH3:1][C:2]([CH3:22])([O:4][C:5](=[O:21])[NH:6][CH2:7][CH2:8][CH2:9][CH2:10][CH2:11][NH:12][C:13](=[O:20])[CH2:14][O:15][CH2:16][C:17]([OH:19])=O)[CH3:3].CCOC1N(C(OCC)=O)C2C(=CC=CC=2)C=C1.[CH3:41][N:42]1[C@@H:51]2[CH2:52][C:53]3[CH:58]=[CH:57][C:56]([OH:59])=[C:55]4[O:60][C@H:46]5[C@@H:47]([NH2:62])[CH2:48][CH2:49][C@:50]2([OH:61])[C@:45]5([C:54]=34)[CH2:44][CH2:43]1.